Dataset: Catalyst prediction with 721,799 reactions and 888 catalyst types from USPTO. Task: Predict which catalyst facilitates the given reaction. (1) Reactant: [CH3:1][O:2][C:3](=[O:13])[C:4]1[CH:9]=[C:8]([O:10][CH3:11])[N:7]=[C:6](Cl)[CH:5]=1.[CH3:14][S-:15].[Na+]. Product: [CH3:1][O:2][C:3](=[O:13])[C:4]1[CH:5]=[C:6]([S:15][CH3:14])[N:7]=[C:8]([O:10][CH3:11])[CH:9]=1. The catalyst class is: 3. (2) Reactant: [ClH:1].Cl.[NH2:3][C:4]1[CH:5]=[CH:6][C:7]([N:11]2[CH2:16][CH2:15][CH2:14][C@@H:13]([C:17](N3CCCC3)=[O:18])[CH2:12]2)=[N:8][C:9]=1[NH2:10].[F:24][C:25]1([F:30])[CH2:29][CH2:28][NH:27][CH2:26]1.Cl. Product: [ClH:1].[ClH:1].[NH2:3][C:4]1[CH:5]=[CH:6][C:7]([N:11]2[CH2:16][CH2:15][CH2:14][C@@H:13]([C:17]([N:27]3[CH2:28][CH2:29][C:25]([F:30])([F:24])[CH2:26]3)=[O:18])[CH2:12]2)=[N:8][C:9]=1[NH2:10]. The catalyst class is: 5. (3) Product: [C:18]([C:16]1[CH:17]=[C:9]([NH:8][C:31]([NH:32][C:33]2[C:42]3[C:37](=[CH:38][CH:39]=[CH:40][CH:41]=3)[C:36]([O:43][C:44]3[CH:49]=[CH:48][N:47]=[C:46]([NH:50][C:51]4[CH:56]=[C:55]([O:57][CH2:58][CH2:59][O:60][CH2:61][CH2:62][O:63][CH2:64][CH2:65][O:66][CH3:67])[CH:54]=[C:53]([O:68][CH3:69])[CH:52]=4)[CH:45]=3)=[CH:35][CH:34]=2)=[O:30])[C:10]([O:22][CH3:23])=[C:11]([CH:15]=1)[C:12]([NH2:14])=[O:13])([CH3:20])([CH3:19])[CH3:21]. Reactant: C(N(CC)CC)C.[NH2:8][C:9]1[C:10]([O:22][CH3:23])=[C:11]([CH:15]=[C:16]([C:18]([CH3:21])([CH3:20])[CH3:19])[CH:17]=1)[C:12]([NH2:14])=[O:13].C1([O:30][C:31](=O)[NH:32][C:33]2[C:42]3[C:37](=[CH:38][CH:39]=[CH:40][CH:41]=3)[C:36]([O:43][C:44]3[CH:49]=[CH:48][N:47]=[C:46]([NH:50][C:51]4[CH:56]=[C:55]([O:57][CH2:58][CH2:59][O:60][CH2:61][CH2:62][O:63][CH2:64][CH2:65][O:66][CH3:67])[CH:54]=[C:53]([O:68][CH3:69])[CH:52]=4)[CH:45]=3)=[CH:35][CH:34]=2)C=CC=CC=1. The catalyst class is: 480. (4) The catalyst class is: 56. Reactant: [Cl:1][C:2]1[N:7]=[C:6]([NH:8][C:9](=[O:15])[O:10][C:11]([CH3:14])([CH3:13])[CH3:12])[CH:5]=[CH:4][CH:3]=1.C([Li])CCC.[C:21](N1CCOCC1)(=[O:24])[CH2:22][CH3:23].[Cl-].[NH4+]. Product: [Cl:1][C:2]1[N:7]=[C:6]([NH:8][C:9](=[O:15])[O:10][C:11]([CH3:12])([CH3:14])[CH3:13])[C:5]([C:21](=[O:24])[CH2:22][CH3:23])=[CH:4][CH:3]=1. (5) The catalyst class is: 342. Reactant: [Sn](Cl)Cl.[F:4][C:5]1[CH:10]=[CH:9][CH:8]=[C:7]([F:11])[C:6]=1[C:12]1[NH:13][C:14]([C:23]2[CH:28]=[CH:27][C:26]([N+:29]([O-])=O)=[C:25]([NH:32][CH2:33][C:34]3[CH:39]=[CH:38][CH:37]=[CH:36][CH:35]=3)[CH:24]=2)=[C:15]([C:17]2[CH:22]=[CH:21][CH:20]=[CH:19][CH:18]=2)[N:16]=1. Product: [F:4][C:5]1[CH:10]=[CH:9][CH:8]=[C:7]([F:11])[C:6]=1[C:12]1[NH:13][C:14]([C:23]2[CH:28]=[CH:27][C:26]([NH2:29])=[C:25]([NH:32][CH2:33][C:34]3[CH:35]=[CH:36][CH:37]=[CH:38][CH:39]=3)[CH:24]=2)=[C:15]([C:17]2[CH:18]=[CH:19][CH:20]=[CH:21][CH:22]=2)[N:16]=1.